From a dataset of Forward reaction prediction with 1.9M reactions from USPTO patents (1976-2016). Predict the product of the given reaction. (1) The product is: [CH:12]1([NH:18][C:19]2[N:3]3[C:4]4[C:9]([CH:10]=[CH:11][C:2]3=[N:1][C:20]=2[C:21]2[CH:26]=[CH:25][CH:24]=[CH:23][CH:22]=2)=[CH:8][CH:7]=[CH:6][CH:5]=4)[CH2:17][CH2:16][CH2:15][CH2:14][CH2:13]1. Given the reactants [NH2:1][C:2]1[CH:11]=[CH:10][C:9]2[C:4](=[CH:5][CH:6]=[CH:7][CH:8]=2)[N:3]=1.[CH:12]1([N+:18]#[C-:19])[CH2:17][CH2:16][CH2:15][CH2:14][CH2:13]1.[CH:20](=O)[C:21]1[CH:26]=[CH:25][CH:24]=[CH:23][CH:22]=1, predict the reaction product. (2) Given the reactants [F:1][C:2]1[CH:10]=[CH:9][C:5]([C:6](Cl)=[O:7])=[CH:4][CH:3]=1.[NH2:11][CH2:12][C:13]1[C:18]([CH3:19])=[N:17][C:16]2[N:20]([CH2:23][CH3:24])[N:21]=[CH:22][C:15]=2[C:14]=1[NH:25][CH:26]1[CH2:31][CH2:30][O:29][CH2:28][CH2:27]1.CCN(C(C)C)C(C)C, predict the reaction product. The product is: [CH2:23]([N:20]1[C:16]2=[N:17][C:18]([CH3:19])=[C:13]([CH2:12][NH:11][C:6](=[O:7])[C:5]3[CH:9]=[CH:10][C:2]([F:1])=[CH:3][CH:4]=3)[C:14]([NH:25][CH:26]3[CH2:27][CH2:28][O:29][CH2:30][CH2:31]3)=[C:15]2[CH:22]=[N:21]1)[CH3:24].